Dataset: Full USPTO retrosynthesis dataset with 1.9M reactions from patents (1976-2016). Task: Predict the reactants needed to synthesize the given product. (1) Given the product [Cl:1][C:2]1[C:14]([O:15][C:16]2[N:20]([CH3:21])[N:19]=[C:18]([CH3:22])[C:17]=2[CH3:23])=[CH:13][C:5]([O:6][C@@H:7]([CH3:12])[C:8]([OH:10])=[O:9])=[C:4]([CH2:24][CH2:25][CH2:26][O:27][C:61]2[CH:60]=[CH:59][CH:64]=[CH:63][CH:62]=2)[CH:3]=1, predict the reactants needed to synthesize it. The reactants are: [Cl:1][C:2]1[C:14]([O:15][C:16]2[N:20]([CH3:21])[N:19]=[C:18]([CH3:22])[C:17]=2[CH3:23])=[CH:13][C:5]([O:6][C@@H:7]([CH3:12])[C:8]([O:10]C)=[O:9])=[C:4]([CH2:24][CH2:25][CH2:26][OH:27])[CH:3]=1.C(P(CCCC)CCCC)CCC.N(C(N1CCCCC1)=O)=NC(N1CCCCC1)=O.[CH3:59][CH2:60][CH2:61][CH2:62][CH2:63][CH3:64]. (2) Given the product [CH2:1]([N:3]1[C:11]2[C:6](=[CH:7][C:8]([C:12]3[NH:13][C:14]4[N:15]([N:19]=[C:20]([CH3:24])[C:21]=4[C:22]([NH2:23])=[O:26])[C:16](=[O:18])[CH:17]=3)=[CH:9][CH:10]=2)[CH:5]=[N:4]1)[CH3:2], predict the reactants needed to synthesize it. The reactants are: [CH2:1]([N:3]1[C:11]2[C:6](=[CH:7][C:8]([C:12]3[NH:13][C:14]4[N:15]([N:19]=[C:20]([CH3:24])[C:21]=4[C:22]#[N:23])[C:16](=[O:18])[CH:17]=3)=[CH:9][CH:10]=2)[CH:5]=[N:4]1)[CH3:2].S(=O)(=O)(O)[OH:26].